This data is from Forward reaction prediction with 1.9M reactions from USPTO patents (1976-2016). The task is: Predict the product of the given reaction. (1) Given the reactants Br[C:2]1[N:6]2[N:7]=[CH:8][CH:9]=[CH:10][C:5]2=[N:4][CH:3]=1.[C:11]([N:18]1[CH2:23][CH2:22][CH2:21][CH:20]([C:24]#[CH:25])[CH2:19]1)([O:13][C:14]([CH3:17])([CH3:16])[CH3:15])=[O:12].CCN(C(C)C)C(C)C.O, predict the reaction product. The product is: [C:11]([N:18]1[CH2:23][CH2:22][CH2:21][CH:20]([C:24]#[C:25][C:2]2[N:6]3[N:7]=[CH:8][CH:9]=[CH:10][C:5]3=[N:4][CH:3]=2)[CH2:19]1)([O:13][C:14]([CH3:17])([CH3:16])[CH3:15])=[O:12]. (2) The product is: [CH2:20]([O:8][C:7](=[O:9])[C:6]1[CH:5]=[CH:4][C:3]([N:1]2[C:16]([NH2:17])=[CH:15][C:14]([CH2:18][CH3:19])=[N:2]2)=[CH:11][CH:10]=1)[CH3:21]. Given the reactants [NH:1]([C:3]1[CH:11]=[CH:10][C:6]([C:7]([OH:9])=[O:8])=[CH:5][CH:4]=1)[NH2:2].Cl.O=[C:14]([CH2:18][CH3:19])[CH2:15][C:16]#[N:17].[CH3:20][CH2:21]O, predict the reaction product. (3) Given the reactants [Br:1][C:2]1[CH:7]=[CH:6][CH:5]=[CH:4][C:3]=1I.[C:9]1([CH2:15][OH:16])[CH:14]=[CH:13][CH:12]=[CH:11][CH:10]=1.N1C2C(=CC=C3C=2N=CC=C3)C=CC=1.C(=O)([O-])[O-].[Cs+].[Cs+], predict the reaction product. The product is: [CH2:15]([O:16][C:3]1[CH:4]=[CH:5][CH:6]=[CH:7][C:2]=1[Br:1])[C:9]1[CH:14]=[CH:13][CH:12]=[CH:11][CH:10]=1.